This data is from NCI-60 drug combinations with 297,098 pairs across 59 cell lines. The task is: Regression. Given two drug SMILES strings and cell line genomic features, predict the synergy score measuring deviation from expected non-interaction effect. (1) Drug 1: CC12CCC(CC1=CCC3C2CCC4(C3CC=C4C5=CN=CC=C5)C)O. Drug 2: C1=NC(=NC(=O)N1C2C(C(C(O2)CO)O)O)N. Cell line: SK-OV-3. Synergy scores: CSS=-0.786, Synergy_ZIP=0.0964, Synergy_Bliss=-0.418, Synergy_Loewe=-1.91, Synergy_HSA=-1.69. (2) Drug 1: COC1=C(C=C2C(=C1)N=CN=C2NC3=CC(=C(C=C3)F)Cl)OCCCN4CCOCC4. Drug 2: C1CN(CCN1C(=O)CCBr)C(=O)CCBr. Cell line: SF-268. Synergy scores: CSS=23.8, Synergy_ZIP=-1.32, Synergy_Bliss=5.23, Synergy_Loewe=-2.41, Synergy_HSA=6.15.